This data is from Forward reaction prediction with 1.9M reactions from USPTO patents (1976-2016). The task is: Predict the product of the given reaction. (1) Given the reactants [F:1][C:2]1([C:5](=O)[CH3:6])[CH2:4][CH2:3]1.ClC1(C2C=[C:15]([C:17]([O:19][CH2:20][CH3:21])=[O:18])[N:14]([CH3:22])[N:13]=2)CC1, predict the reaction product. The product is: [F:1][C:2]1([C:5]2[CH:6]=[C:15]([C:17]([O:19][CH2:20][CH3:21])=[O:18])[N:14]([CH3:22])[N:13]=2)[CH2:4][CH2:3]1. (2) Given the reactants [F:1][CH:2]([F:15])[N:3]1[CH:11]=[C:10]2[C:5]([CH:6]=[CH:7][C:8]([N+:12]([O-])=O)=[CH:9]2)=[N:4]1.[N+](C1C=C2C(=CC=1)NN=C2)([O-])=O, predict the reaction product. The product is: [F:15][CH:2]([F:1])[N:3]1[CH:11]=[C:10]2[C:5]([CH:6]=[CH:7][C:8]([NH2:12])=[CH:9]2)=[N:4]1. (3) The product is: [C:9]1([S:15][CH:16]([S:28][C:29]2[CH:34]=[CH:33][CH:32]=[CH:31][CH:30]=2)[CH:17]2[CH2:26][CH2:25][C:24]3[C:19](=[CH:20][CH:21]=[CH:22][CH:23]=3)[C:18]2=[N:1][C:2]2[CH:7]=[CH:6][CH:5]=[CH:4][CH:3]=2)[CH:14]=[CH:13][CH:12]=[CH:11][CH:10]=1. Given the reactants [NH2:1][C:2]1[CH:7]=[CH:6][C:5](C)=[CH:4][CH:3]=1.[C:9]1([S:15][CH:16]([S:28][C:29]2[CH:34]=[CH:33][CH:32]=[CH:31][CH:30]=2)[CH:17]2[CH2:26][CH2:25][C:24]3[C:19](=[CH:20][CH:21]=[CH:22][CH:23]=3)[C:18]2=O)[CH:14]=[CH:13][CH:12]=[CH:11][CH:10]=1.N12CCCN=C1CCCCC2.ClCCl, predict the reaction product.